This data is from Peptide-MHC class I binding affinity with 185,985 pairs from IEDB/IMGT. The task is: Regression. Given a peptide amino acid sequence and an MHC pseudo amino acid sequence, predict their binding affinity value. This is MHC class I binding data. (1) The peptide sequence is QIYPGIKVR. The MHC is HLA-A11:01 with pseudo-sequence HLA-A11:01. The binding affinity (normalized) is 0.605. (2) The binding affinity (normalized) is 0. The peptide sequence is NVKHFVSKV. The MHC is HLA-A02:01 with pseudo-sequence HLA-A02:01. (3) The peptide sequence is ISIFLHLVKI. The MHC is H-2-Db with pseudo-sequence H-2-Db. The binding affinity (normalized) is 0.397. (4) The peptide sequence is FLPSDYFPST. The MHC is HLA-A02:06 with pseudo-sequence HLA-A02:06. The binding affinity (normalized) is 0.666. (5) The peptide sequence is YMHGSIHEV. The MHC is HLA-A02:12 with pseudo-sequence HLA-A02:12. The binding affinity (normalized) is 0.820. (6) The peptide sequence is LFPRFKFVW. The MHC is Mamu-B17 with pseudo-sequence Mamu-B17. The binding affinity (normalized) is 0.250. (7) The peptide sequence is LQPFLQPQL. The MHC is HLA-A02:06 with pseudo-sequence HLA-A02:06. The binding affinity (normalized) is 0.196.